From a dataset of Forward reaction prediction with 1.9M reactions from USPTO patents (1976-2016). Predict the product of the given reaction. (1) Given the reactants [Cl:1][CH2:2][C:3]1[C:8]([CH2:9]Cl)=[N:7][CH:6]=[CH:5][N:4]=1.C([NH:14][CH:15](C(OCC)=O)[C:16]([O:18]CC)=[O:17])(=O)C.[H-].[Na+].Cl, predict the reaction product. The product is: [ClH:1].[N:7]1[CH:6]=[CH:5][N:4]=[C:3]2[CH2:2][NH:14][CH:15]([C:16]([OH:18])=[O:17])[CH2:9][C:8]=12. (2) Given the reactants [CH:1]([N:4]1[C:8]([CH2:9][CH2:10][C:11]2[C:15]3[CH:16]=[C:17]([CH3:21])[C:18]([OH:20])=[CH:19][C:14]=3[O:13][N:12]=2)=[CH:7][C:6]([C:22]2[CH:27]=[CH:26][C:25]([C:28]([F:31])([F:30])[F:29])=[CH:24][CH:23]=2)=[N:5]1)([CH3:3])[CH3:2].C(=O)([O-])[O-].[K+].[K+].Br[C:39]([CH3:46])([CH3:45])[C:40]([O:42][CH2:43][CH3:44])=[O:41].[Cl-].[NH4+], predict the reaction product. The product is: [CH:1]([N:4]1[C:8]([CH2:9][CH2:10][C:11]2[C:15]3[CH:16]=[C:17]([CH3:21])[C:18]([O:20][C:39]([CH3:46])([CH3:45])[C:40]([O:42][CH2:43][CH3:44])=[O:41])=[CH:19][C:14]=3[O:13][N:12]=2)=[CH:7][C:6]([C:22]2[CH:23]=[CH:24][C:25]([C:28]([F:31])([F:30])[F:29])=[CH:26][CH:27]=2)=[N:5]1)([CH3:3])[CH3:2]. (3) Given the reactants [CH3:1][O:2][C:3]([CH:5]1[CH:11]2[CH:12]=[CH:13][CH:7]([CH:8]3[CH:10]2[CH2:9]3)[CH:6]1[C:14]([OH:16])=[O:15])=[O:4].C([N:19]([CH2:22]C)CC)C.Cl[C:25]([O:27][CH2:28][CH3:29])=[O:26].[N-]=[N+]=[N-].[Na+].[CH2:34]([OH:41])[C:35]1[CH:40]=[CH:39][CH:38]=[CH:37][CH:36]=1, predict the reaction product. The product is: [CH2:28]([O:27][C:25]([NH:19][C@@H:6]1[C@@H:7]2[CH:13]=[CH:12][C@@H:11]([C@@H:10]3[C@H:8]2[CH2:9]3)[C@@H:5]1[C:3]([O:2][CH3:1])=[O:4])=[O:26])[C:29]1[CH:38]=[CH:37][CH:36]=[CH:35][CH:34]=1.[CH:11]12[CH:12]=[CH:13][CH:7]([CH:6]([C:14]([O:16][NH:19][C:22]([O:41][CH2:34][C:35]3[CH:40]=[CH:39][CH:38]=[CH:37][CH:36]=3)=[O:26])=[O:15])[CH2:5]1)[CH:8]1[CH:10]2[CH2:9]1. (4) The product is: [O:16]=[C:14]([CH3:15])[CH2:13][S:1][C:2]1[CH:3]=[C:4]([CH2:8][C:9]([OH:11])=[O:10])[CH:5]=[CH:6][CH:7]=1. Given the reactants [SH:1][C:2]1[CH:3]=[C:4]([CH2:8][C:9]([OH:11])=[O:10])[CH:5]=[CH:6][CH:7]=1.Cl[CH2:13][C:14](=[O:16])[CH3:15].C(N(CC)C(C)C)(C)C.O, predict the reaction product. (5) Given the reactants Br[CH2:2][C:3]1[N:8]=[C:7]2[N:9]([CH3:12])[N:10]=[CH:11][C:6]2=[C:5]([C:13]2[CH:18]=[CH:17][C:16]([N+:19]([O-:21])=[O:20])=[CH:15][CH:14]=2)[CH:4]=1.CCN(CC)CC.[CH3:29][N:30]1[CH2:35][CH2:34][NH:33][CH2:32][CH2:31]1, predict the reaction product. The product is: [CH3:12][N:9]1[C:7]2=[N:8][C:3]([CH2:2][N:33]3[CH2:34][CH2:35][N:30]([CH3:29])[CH2:31][CH2:32]3)=[CH:4][C:5]([C:13]3[CH:18]=[CH:17][C:16]([N+:19]([O-:21])=[O:20])=[CH:15][CH:14]=3)=[C:6]2[CH:11]=[N:10]1. (6) Given the reactants [F:1][C:2]1[CH:3]=[C:4]2[C:9]3=[C:10]([O:19][CH2:20][C@H:21]([CH3:22])[N:8]3[CH:7]=[C:6]([C:23]([O:25][CH:26]3[CH2:31][O:30]C(C4C=CC=CC=4)[O:28][CH2:27]3)=[O:24])[C:5]2=[O:38])[C:11]=1[N:12]1[CH2:17][CH2:16][N:15]([CH3:18])[CH2:14][CH2:13]1, predict the reaction product. The product is: [F:1][C:2]1[CH:3]=[C:4]2[C:9]3=[C:10]([O:19][CH2:20][C@H:21]([CH3:22])[N:8]3[CH:7]=[C:6]([C:23]([O:25][CH:26]([CH2:31][OH:30])[CH2:27][OH:28])=[O:24])[C:5]2=[O:38])[C:11]=1[N:12]1[CH2:13][CH2:14][N:15]([CH3:18])[CH2:16][CH2:17]1. (7) Given the reactants [CH3:1][O:2][C:3]([CH2:5][O:6][C:7]1[CH:12]=[CH:11][CH:10]=[CH:9][C:8]=1[OH:13])=[O:4].F[C:15]1[CH:20]=[C:19]([N:21]2[C:26](=[O:27])[CH:25]=[C:24]([C:28]([F:31])([F:30])[F:29])[N:23]([CH3:32])[C:22]2=[O:33])[C:18]([F:34])=[CH:17][C:16]=1[N+:35]([O-:37])=[O:36].C(=O)([O-])[O-].[K+].[K+].Cl, predict the reaction product. The product is: [CH3:1][O:2][C:3]([CH2:5][O:6][C:7]1[CH:12]=[CH:11][CH:10]=[CH:9][C:8]=1[O:13][C:15]1[CH:20]=[C:19]([N:21]2[C:26](=[O:27])[CH:25]=[C:24]([C:28]([F:30])([F:31])[F:29])[N:23]([CH3:32])[C:22]2=[O:33])[C:18]([F:34])=[CH:17][C:16]=1[N+:35]([O-:37])=[O:36])=[O:4]. (8) Given the reactants [CH2:1](OC1C=C(CC(O)=O)C=C(C2C=CC(C(F)(F)F)=CC=2)C=1)[C:2]1C=CC=C[CH:3]=1.[N:29]1([S:34]([C:37]2[CH:64]=[CH:63][C:40]([CH2:41][O:42][C:43]3[CH:44]=[C:45]([CH2:59][C:60]([OH:62])=[O:61])[CH:46]=[C:47]([C:49]4[CH:54]=[CH:53][C:52]([C:55]([F:58])([F:57])[F:56])=[CH:51][CH:50]=4)[CH:48]=3)=[CH:39][CH:38]=2)(=[O:36])=[O:35])[CH2:33][CH2:32][CH2:31][CH2:30]1.C(O)C1C=CC=CC=1.N1(S(C2C=CC(CO)=CC=2)(=O)=O)CCCC1, predict the reaction product. The product is: [N:29]1([S:34]([C:37]2[CH:38]=[CH:39][C:40]([CH2:41][O:42][C:43]3[CH:44]=[C:45]([CH:59]([CH2:1][CH2:2][CH3:3])[C:60]([OH:62])=[O:61])[CH:46]=[C:47]([C:49]4[CH:54]=[CH:53][C:52]([C:55]([F:57])([F:58])[F:56])=[CH:51][CH:50]=4)[CH:48]=3)=[CH:63][CH:64]=2)(=[O:35])=[O:36])[CH2:33][CH2:32][CH2:31][CH2:30]1. (9) Given the reactants [Cl:1][C:2]1[CH:3]=[C:4]([C@H:9]2[O:13][C:12](=[O:14])[N:11]([CH2:15][C:16]3[C:21]([C:22]4[CH:23]=[C:24]([C:30]5[CH:35]=[CH:34][C:33]([C:36]([O:38][CH3:39])=[O:37])=[CH:32][C:31]=5[CH3:40])[CH:25]=[CH:26][C:27]=4[O:28][CH3:29])=[CH:20][N:19]=[C:18](S(C)(=O)=O)[N:17]=3)[C@H:10]2[CH3:45])[CH:5]=[C:6]([Cl:8])[CH:7]=1.[NH:46]1[CH2:49][CH2:48][CH2:47]1, predict the reaction product. The product is: [N:46]1([C:18]2[N:17]=[C:16]([CH2:15][N:11]3[C@@H:10]([CH3:45])[C@@H:9]([C:4]4[CH:3]=[C:2]([Cl:1])[CH:7]=[C:6]([Cl:8])[CH:5]=4)[O:13][C:12]3=[O:14])[C:21]([C:22]3[CH:23]=[C:24]([C:30]4[CH:35]=[CH:34][C:33]([C:36]([O:38][CH3:39])=[O:37])=[CH:32][C:31]=4[CH3:40])[CH:25]=[CH:26][C:27]=3[O:28][CH3:29])=[CH:20][N:19]=2)[CH2:49][CH2:48][CH2:47]1. (10) Given the reactants [F-].C([N+](CCCC)(CCCC)CCCC)CCC.[CH2:19]([O:26][C:27]([NH:29][CH2:30][C@H:31]([O:107][Si](C(C)(C)C)(C)C)[CH2:32][C@H:33]([NH:99][C:100]([O:102][C:103]([CH3:106])([CH3:105])[CH3:104])=[O:101])[C:34]([NH:36][C@@H:37]([CH2:48][C:49]1[CH:50]=[C:51]([C:63]2[CH:68]=[CH:67][C:66]([O:69][CH2:70][C:71]3[CH:76]=[CH:75][CH:74]=[CH:73][CH:72]=3)=[C:65]([CH2:77][C@H:78]([NH:88][C:89]([O:91][CH2:92][C:93]3[CH:98]=[CH:97][CH:96]=[CH:95][CH:94]=3)=[O:90])[C:79]([O:81]CC[Si](C)(C)C)=[O:80])[CH:64]=2)[CH:52]=[CH:53][C:54]=1[O:55][CH2:56][C:57]1[CH:62]=[CH:61][CH:60]=[CH:59][CH:58]=1)[C:38]([O:40][CH2:41][C:42]1[CH:47]=[CH:46][CH:45]=[CH:44][CH:43]=1)=[O:39])=[O:35])=[O:28])[C:20]1[CH:25]=[CH:24][CH:23]=[CH:22][CH:21]=1.C(OCC)(=O)C, predict the reaction product. The product is: [CH2:92]([O:91][C:89]([NH:88][C@@H:78]([CH2:77][C:65]1[CH:64]=[C:63]([C:51]2[CH:52]=[CH:53][C:54]([O:55][CH2:56][C:57]3[CH:62]=[CH:61][CH:60]=[CH:59][CH:58]=3)=[C:49]([CH2:48][C@@H:37]([C:38]([O:40][CH2:41][C:42]3[CH:43]=[CH:44][CH:45]=[CH:46][CH:47]=3)=[O:39])[NH:36][C:34](=[O:35])[C@@H:33]([NH:99][C:100]([O:102][C:103]([CH3:104])([CH3:106])[CH3:105])=[O:101])[CH2:32][C@@H:31]([OH:107])[CH2:30][NH:29][C:27]([O:26][CH2:19][C:20]3[CH:21]=[CH:22][CH:23]=[CH:24][CH:25]=3)=[O:28])[CH:50]=2)[CH:68]=[CH:67][C:66]=1[O:69][CH2:70][C:71]1[CH:72]=[CH:73][CH:74]=[CH:75][CH:76]=1)[C:79]([OH:81])=[O:80])=[O:90])[C:93]1[CH:98]=[CH:97][CH:96]=[CH:95][CH:94]=1.